From a dataset of Full USPTO retrosynthesis dataset with 1.9M reactions from patents (1976-2016). Predict the reactants needed to synthesize the given product. Given the product [CH3:1][O:2][C:3](=[O:23])[C:4]([O:21][CH3:22])=[CH:5][C:7]1[CH:12]=[CH:11][CH:10]=[C:9]([O:13][CH2:14][C:15]2[CH:20]=[CH:19][CH:18]=[CH:17][CH:16]=2)[CH:8]=1, predict the reactants needed to synthesize it. The reactants are: [CH3:1][O:2][C:3](=[O:23])[CH:4]([O:21][CH3:22])[CH:5]([C:7]1[CH:12]=[CH:11][CH:10]=[C:9]([O:13][CH2:14][C:15]2[CH:20]=[CH:19][CH:18]=[CH:17][CH:16]=2)[CH:8]=1)O.S(Cl)(C)(=O)=O.